Dataset: Forward reaction prediction with 1.9M reactions from USPTO patents (1976-2016). Task: Predict the product of the given reaction. (1) Given the reactants [C:1]([O:4][C@@H:5]1[C@@H:19]([O:20][C:21](=[O:23])[CH3:22])[C@H:18]([O:24][C:25](=[O:27])[CH3:26])[CH2:17][S:16][C@H:6]1[O:7][C:8]1[CH:13]=[C:12](Br)[CH:11]=[CH:10][C:9]=1[Cl:15])(=[O:3])[CH3:2].[CH3:28][C:29]1[C:33](I)=[C:32]([CH3:35])[O:31][N:30]=1, predict the reaction product. The product is: [C:1]([O:4][C@@H:5]1[C@@H:19]([O:20][C:21](=[O:23])[CH3:22])[C@H:18]([O:24][C:25](=[O:27])[CH3:26])[CH2:17][S:16][C@H:6]1[O:7][C:8]1[CH:13]=[C:12]([C:33]2[C:29]([CH3:28])=[N:30][O:31][C:32]=2[CH3:35])[CH:11]=[CH:10][C:9]=1[Cl:15])(=[O:3])[CH3:2]. (2) Given the reactants [Cl:1][C:2]1[N:7]=[C:6]([NH:8][C:9]2[CH:14]=[CH:13][CH:12]=[C:11]([CH3:15])[CH:10]=2)[C:5]([C:16]([NH2:18])=[O:17])=[CH:4][N:3]=1.[NH2:19][C:20]1[CH:42]=[CH:41][C:23]([CH2:24][N:25]([CH2:33][CH2:34][N:35]2[CH2:40][CH2:39][O:38][CH2:37][CH2:36]2)C(=O)OC(C)(C)C)=[CH:22][CH:21]=1.C(N(C(C)C)CC)(C)C.CN1C(=O)CCC1, predict the reaction product. The product is: [ClH:1].[ClH:1].[ClH:1].[CH3:15][C:11]1[CH:10]=[C:9]([NH:8][C:6]2[C:5]([C:16]([NH2:18])=[O:17])=[CH:4][N:3]=[C:2]([NH:19][C:20]3[CH:42]=[CH:41][C:23]([CH2:24][NH:25][CH2:33][CH2:34][N:35]4[CH2:36][CH2:37][O:38][CH2:39][CH2:40]4)=[CH:22][CH:21]=3)[N:7]=2)[CH:14]=[CH:13][CH:12]=1. (3) Given the reactants [CH3:1][O:2][C:3]1[CH:42]=[CH:41][C:6]([CH2:7][C@@H:8]2[C@@H:16]([O:17][Si](C(C)C)(C(C)C)C(C)C)[C@H:15]([CH3:28])[O:14][C:13](=[O:29])[C@@H:12]([N:30]([CH2:38][O:39][CH3:40])[C:31](=[O:37])[O:32][C:33]([CH3:36])([CH3:35])[CH3:34])[CH2:11][CH2:10][CH2:9]2)=[CH:5][CH:4]=1.CCCC[N+](CCCC)(CCCC)CCCC.[F-], predict the reaction product. The product is: [OH:17][C@H:16]1[C@H:15]([CH3:28])[O:14][C:13](=[O:29])[C@@H:12]([N:30]([CH2:38][O:39][CH3:40])[C:31](=[O:37])[O:32][C:33]([CH3:36])([CH3:34])[CH3:35])[CH2:11][CH2:10][CH2:9][C@@H:8]1[CH2:7][C:6]1[CH:41]=[CH:42][C:3]([O:2][CH3:1])=[CH:4][CH:5]=1. (4) Given the reactants [OH:1][C:2]1[CH:11]=[CH:10][C:5]([C:6]([O:8][CH3:9])=[O:7])=[CH:4][C:3]=1[N+:12]([O-:14])=[O:13].Br[CH2:16][CH2:17][CH2:18][CH3:19], predict the reaction product. The product is: [CH2:16]([O:1][C:2]1[CH:11]=[CH:10][C:5]([C:6]([O:8][CH3:9])=[O:7])=[CH:4][C:3]=1[N+:12]([O-:14])=[O:13])[CH2:17][CH2:18][CH3:19].